This data is from Forward reaction prediction with 1.9M reactions from USPTO patents (1976-2016). The task is: Predict the product of the given reaction. (1) Given the reactants [CH3:1][O:2][CH:3]=[CH:4][C:5]1[CH:6]=[C:7]2[C:11](=[CH:12][CH:13]=1)[C:10](=[O:14])[O:9][C:8]2([CH3:16])[CH3:15].[CH3:17][OH:18], predict the reaction product. The product is: [CH3:1][O:2][CH:3]([O:18][CH3:17])[CH2:4][C:5]1[CH:6]=[C:7]2[C:11](=[CH:12][CH:13]=1)[C:10](=[O:14])[O:9][C:8]2([CH3:16])[CH3:15]. (2) Given the reactants Cl[C:2]1[CH:7]=[CH:6][N:5]2[N:8]=[CH:9][C:10]([CH:11]=[O:12])=[C:4]2[N:3]=1.[F:13][C:14]1[CH:19]=[CH:18][CH:17]=[CH:16][C:15]=1B(O)O.C(=O)([O-])[O-].[Cs+].[Cs+].O, predict the reaction product. The product is: [F:13][C:14]1[CH:19]=[CH:18][CH:17]=[CH:16][C:15]=1[C:2]1[CH:7]=[CH:6][N:5]2[N:8]=[CH:9][C:10]([CH:11]=[O:12])=[C:4]2[N:3]=1. (3) Given the reactants [O-]S([O-])(=O)=O.[Na+].[Na+].[CH3:8][O:9][C:10](=[O:21])[C:11]1[CH:16]=[CH:15][C:14]([Br:17])=[C:13]([N+:18]([O-])=O)[CH:12]=1.C([O-])(O)=O.[Na+], predict the reaction product. The product is: [CH3:8][O:9][C:10](=[O:21])[C:11]1[CH:16]=[CH:15][C:14]([Br:17])=[C:13]([NH2:18])[CH:12]=1.